From a dataset of Catalyst prediction with 721,799 reactions and 888 catalyst types from USPTO. Predict which catalyst facilitates the given reaction. (1) Reactant: [C:1]1([CH:8]=[CH:7][CH:6]=[C:4]([OH:5])[CH:3]=1)[OH:2].C=O.[C:11](=O)([O-])[O-:12].[Na+].[Na+]. Product: [C:1]1([CH:8]=[CH:7][CH:6]=[C:4]([OH:5])[CH:3]=1)[OH:2].[CH2:11]=[O:12]. The catalyst class is: 6. (2) Reactant: [Cl:1][C:2]1[C:3]2[N:4]([C:12]([CH3:18])=[C:13]([C:15]([OH:17])=O)[N:14]=2)[CH:5]=[C:6]([C:8]([F:11])([F:10])[F:9])[CH:7]=1.Cl.CN(C)CCCN=C=NCC.C(O)(C)(C)C.[Cl:36][C:37]1[CH:42]=[CH:41][C:40]([O:43][CH3:44])=[CH:39][C:38]=1[S:45]([NH2:48])(=[O:47])=[O:46]. Product: [Cl:1][C:2]1[C:3]2[N:4]([C:12]([CH3:18])=[C:13]([C:15]([NH:48][S:45]([C:38]3[CH:39]=[C:40]([O:43][CH3:44])[CH:41]=[CH:42][C:37]=3[Cl:36])(=[O:47])=[O:46])=[O:17])[N:14]=2)[CH:5]=[C:6]([C:8]([F:9])([F:10])[F:11])[CH:7]=1. The catalyst class is: 119. (3) Reactant: [CH2:1]([O:8][C:9]([N:11]([CH3:23])[CH2:12][CH2:13][C:14]1[CH:22]=[CH:21][C:17]([C:18](O)=[O:19])=[CH:16][CH:15]=1)=[O:10])[C:2]1[CH:7]=[CH:6][CH:5]=[CH:4][CH:3]=1.S(Cl)([Cl:26])=O. Product: [Cl:26][C:18]([C:17]1[CH:21]=[CH:22][C:14]([CH2:13][CH2:12][N:11]([CH3:23])[C:9](=[O:10])[O:8][CH2:1][C:2]2[CH:7]=[CH:6][CH:5]=[CH:4][CH:3]=2)=[CH:15][CH:16]=1)=[O:19]. The catalyst class is: 4. (4) Reactant: [Cl:1][C:2]1[CH:3]=[C:4]2[C:8](=[CH:9][CH:10]=1)[N:7]([S:11]([C:14]1[CH:15]=[C:16]([CH:31]=[CH:32][CH:33]=1)[C:17]([NH:19][C:20]1[CH:28]=[CH:27][C:26]([C:29]#[N:30])=[CH:25][C:21]=1[C:22](O)=[O:23])=[O:18])(=[O:13])=[O:12])[CH2:6][CH2:5]2.CCN(CC)CC.ClC(OCC)=O. Product: [Cl:1][C:2]1[CH:3]=[C:4]2[C:8](=[CH:9][CH:10]=1)[N:7]([S:11]([C:14]1[CH:15]=[C:16]([C:17]3[O:18][C:22](=[O:23])[C:21]4[CH:25]=[C:26]([C:29]#[N:30])[CH:27]=[CH:28][C:20]=4[N:19]=3)[CH:31]=[CH:32][CH:33]=1)(=[O:13])=[O:12])[CH2:6][CH2:5]2. The catalyst class is: 1. (5) Reactant: [CH:1](=[N:8][C@@H:9]([CH2:14][CH2:15][CH2:16][CH2:17][NH:18][C:19]([O:21][CH2:22][C:23]1[CH:28]=[CH:27][CH:26]=[CH:25][CH:24]=1)=[O:20])[C:10]([O:12]C)=O)[C:2]1[CH:7]=[CH:6][CH:5]=[CH:4][CH:3]=1.[C:29]([NH2:33])(=[O:32])[CH:30]=[CH2:31].CC(C)([O-])C.[K+]. Product: [CH:1](=[N:8][C:9]1([CH2:14][CH2:15][CH2:16][CH2:17][NH:18][C:19](=[O:20])[O:21][CH2:22][C:23]2[CH:28]=[CH:27][CH:26]=[CH:25][CH:24]=2)[CH2:31][CH2:30][C:29](=[O:32])[NH:33][C:10]1=[O:12])[C:2]1[CH:3]=[CH:4][CH:5]=[CH:6][CH:7]=1. The catalyst class is: 1. (6) Reactant: [CH3:1][O:2][CH:3]1[CH2:8][CH2:7][CH:6]([C:9]([C:11]2[S:15][C:14]([NH2:16])=[N:13][C:12]=2[C:17]2[O:18][CH:19]=[CH:20][CH:21]=2)=[O:10])[CH2:5][CH2:4]1.[C:22](O)(=[O:29])[C:23]1[CH:28]=[CH:27][N:26]=[CH:25][CH:24]=1.CCN=C=NCCCN(C)C.Cl.O.ON1C2C=CC=CC=2N=N1. Product: [O:18]1[CH:19]=[CH:20][CH:21]=[C:17]1[C:12]1[N:13]=[C:14]([NH:16][C:22]([C:23]2[CH:28]=[CH:27][N:26]=[CH:25][CH:24]=2)=[O:29])[S:15][C:11]=1[C:9]([CH:6]1[CH2:5][CH2:4][CH:3]([O:2][CH3:1])[CH2:8][CH2:7]1)=[O:10]. The catalyst class is: 20. (7) Reactant: C1(C[N:8]2[CH2:13][CH2:12][CH:11]([N:14]3[CH2:19][C:18]4[CH:20]=[CH:21][CH:22]=[N:23][C:17]=4[NH:16][C:15]3=[O:24])[CH2:10][CH2:9]2)C=CC=CC=1.[H][H]. Product: [NH:8]1[CH2:9][CH2:10][CH:11]([N:14]2[CH2:19][C:18]3[CH:20]=[CH:21][CH:22]=[N:23][C:17]=3[NH:16][C:15]2=[O:24])[CH2:12][CH2:13]1. The catalyst class is: 19. (8) Reactant: C([N:8]1[CH2:12][CH2:11][C:10]([CH2:18][F:19])([C:13]([O:15][CH2:16][CH3:17])=[O:14])[CH2:9]1)C1C=CC=CC=1.C([O-])=O.[NH4+]. Product: [F:19][CH2:18][C:10]1([C:13]([O:15][CH2:16][CH3:17])=[O:14])[CH2:11][CH2:12][NH:8][CH2:9]1. The catalyst class is: 381. (9) Reactant: [Cl:1][C:2]1[C:12]2[CH:11]([CH3:13])[CH2:10][N:9](C(=O)C(F)(F)F)[CH2:8][CH2:7][C:6]=2[N:5]=[C:4]([O:20][CH3:21])[C:3]=1[NH:22][CH2:23][CH3:24].C([O-])([O-])=O.[K+].[K+].CO. Product: [Cl:1][C:2]1[C:12]2[CH:11]([CH3:13])[CH2:10][NH:9][CH2:8][CH2:7][C:6]=2[N:5]=[C:4]([O:20][CH3:21])[C:3]=1[NH:22][CH2:23][CH3:24]. The catalyst class is: 6. (10) Reactant: C([O:3][C:4]([CH:6]1[C:15](=[O:16])[C:14]2[C:9](=[C:10]([N+:17]([O-:19])=[O:18])[CH:11]=[CH:12][CH:13]=2)[N:8]=[CH:7]1)=[O:5])C.[OH-].[Na+]. Product: [C:4]([CH:6]1[C:15](=[O:16])[C:14]2[C:9](=[C:10]([N+:17]([O-:19])=[O:18])[CH:11]=[CH:12][CH:13]=2)[N:8]=[CH:7]1)([OH:5])=[O:3]. The catalyst class is: 15.